Dataset: Full USPTO retrosynthesis dataset with 1.9M reactions from patents (1976-2016). Task: Predict the reactants needed to synthesize the given product. (1) Given the product [C:1]([NH:7][CH2:6][CH2:8][C:9]1[C:17]2[O:16][C:15]([C:18]([O:20][CH3:21])=[O:19])=[CH:14][C:13]=2[CH:12]=[CH:11][CH:10]=1)(=[O:3])[CH3:2], predict the reactants needed to synthesize it. The reactants are: [C:1]([O-])(=[O:3])[CH3:2].[Na+].[C:6]([CH2:8][C:9]1[C:17]2[O:16][C:15]([C:18]([O:20][CH3:21])=[O:19])=[CH:14][C:13]=2[CH:12]=[CH:11][CH:10]=1)#[N:7]. (2) Given the product [CH3:17][O:18][C:19]1[CH:27]=[CH:26][C:22]([C:23]2[O:14][C:13]([C:3]3[C:4]([C:7]4[CH:12]=[CH:11][CH:10]=[CH:9][CH:8]=4)=[N:5][O:6][C:2]=3[CH3:1])=[N:15][N:16]=2)=[CH:21][CH:20]=1, predict the reactants needed to synthesize it. The reactants are: [CH3:1][C:2]1[O:6][N:5]=[C:4]([C:7]2[CH:12]=[CH:11][CH:10]=[CH:9][CH:8]=2)[C:3]=1[C:13]([NH:15][NH2:16])=[O:14].[CH3:17][O:18][C:19]1[CH:27]=[CH:26][C:22]([C:23](O)=O)=[CH:21][CH:20]=1. (3) Given the product [C:13]([O:12][C:10](=[O:11])[CH2:9][O:8][C:7]1[CH:17]=[CH:18][CH:19]=[C:5]([CH2:4][NH2:1])[CH:6]=1)([CH3:16])([CH3:14])[CH3:15], predict the reactants needed to synthesize it. The reactants are: [N:1]([CH2:4][C:5]1[CH:6]=[C:7]([CH:17]=[CH:18][CH:19]=1)[O:8][CH2:9][C:10]([O:12][C:13]([CH3:16])([CH3:15])[CH3:14])=[O:11])=[N+]=[N-].C1COCC1.C1(P(C2C=CC=CC=2)C2C=CC=CC=2)C=CC=CC=1. (4) Given the product [Si:26]([N:5]1[C:2](=[O:1])[CH2:3][C@H:4]1[C:6]([O:8][CH2:9][C:10]1[CH:15]=[CH:14][CH:13]=[CH:12][CH:11]=1)=[O:7])([C:29]([CH3:32])([CH3:31])[CH3:30])([CH3:28])[CH3:27], predict the reactants needed to synthesize it. The reactants are: [O:1]=[C:2]1[NH:5][C@H:4]([C:6]([O:8][CH2:9][C:10]2[CH:15]=[CH:14][CH:13]=[CH:12][CH:11]=2)=[O:7])[CH2:3]1.CN(C=O)C.N1C=CN=C1.[Si:26](Cl)([C:29]([CH3:32])([CH3:31])[CH3:30])([CH3:28])[CH3:27]. (5) Given the product [N:27]([CH2:21][CH2:20][CH:17]1[CH2:18][CH2:19][N:14]([C:12](=[NH:13])[NH:11][C:9]([O:8][CH2:1][C:2]2[CH:7]=[CH:6][CH:5]=[CH:4][CH:3]=2)=[O:10])[CH2:15][CH2:16]1)=[N+:28]=[N-:29], predict the reactants needed to synthesize it. The reactants are: [CH2:1]([O:8][C:9]([NH:11][C:12]([N:14]1[CH2:19][CH2:18][CH:17]([CH2:20][CH2:21]OS(C)(=O)=O)[CH2:16][CH2:15]1)=[NH:13])=[O:10])[C:2]1[CH:7]=[CH:6][CH:5]=[CH:4][CH:3]=1.[N-:27]=[N+:28]=[N-:29].[Na+].O.